From a dataset of Forward reaction prediction with 1.9M reactions from USPTO patents (1976-2016). Predict the product of the given reaction. (1) The product is: [Cl:1][C:2]1[CH:3]=[C:4]([NH:16][C:17]2[N:22]=[CH:21][N:20]=[C:19]3[NH:23][N:24]=[C:25]([O:26][CH2:27][CH2:28][N:29]4[CH2:30][CH2:31][O:32][C:33]4=[O:34])[C:18]=23)[CH:5]=[CH:6][C:7]=1[O:8][CH2:9][C:10]1[CH:15]=[CH:14][CH:13]=[CH:12][N:11]=1. Given the reactants [Cl:1][C:2]1[CH:3]=[C:4]([NH:16][C:17]2[N:22]=[CH:21][N:20]=[C:19]3[NH:23][N:24]=[C:25]([O:26][CH2:27][CH2:28][NH:29][CH2:30][CH2:31][OH:32])[C:18]=23)[CH:5]=[CH:6][C:7]=1[O:8][CH2:9][C:10]1[CH:15]=[CH:14][CH:13]=[CH:12][N:11]=1.[C:33](C1NC=CN=1)(C1NC=CN=1)=[O:34], predict the reaction product. (2) Given the reactants [Cl:1]C(N(C)C)=C(C)C.[Br:9][C:10]1[CH:11]=[C:12]2[C:22](=[CH:23][CH:24]=1)[O:21][C:15]1[CH:16]=[N:17][C:18]([Cl:20])=[CH:19][C:14]=1[C:13]2([NH:28][C:29]([NH:31][C:32](=[O:42])[C:33]1[CH:38]=[CH:37][C:36]([N+:39]([O-:41])=[O:40])=[CH:35][CH:34]=1)=[S:30])[CH2:25][CH2:26]O, predict the reaction product. The product is: [ClH:1].[Br:9][C:10]1[CH:11]=[C:12]2[C:13]3([CH2:25][CH2:26][S:30][C:29]([NH:31][C:32](=[O:42])[C:33]4[CH:34]=[CH:35][C:36]([N+:39]([O-:41])=[O:40])=[CH:37][CH:38]=4)=[N:28]3)[C:14]3[CH:19]=[C:18]([Cl:20])[N:17]=[CH:16][C:15]=3[O:21][C:22]2=[CH:23][CH:24]=1.